From a dataset of Reaction yield outcomes from USPTO patents with 853,638 reactions. Predict the reaction yield, written as a fraction of the theoretical maximum amount of product (1.0 means a 100% yield; for example, 0.34 means a 34% yield). (1) The reactants are [Cl:1][C:2]([Cl:21])([Cl:20])[C:3]([C:5]1[N:6]([CH2:10][C:11]([C:13]2[CH:18]=[N:17][C:16]([CH3:19])=[CH:15][N:14]=2)=[O:12])[CH:7]=[CH:8][CH:9]=1)=[O:4].[Br:22]N1C(=O)CCC1=O.[NH4+].[Cl-]. The catalyst is C1COCC1. The product is [Br:22][C:8]1[CH:9]=[C:5]([C:3](=[O:4])[C:2]([Cl:1])([Cl:20])[Cl:21])[N:6]([CH2:10][C:11]([C:13]2[CH:18]=[N:17][C:16]([CH3:19])=[CH:15][N:14]=2)=[O:12])[CH:7]=1. The yield is 0.490. (2) The reactants are [C:1]([C:5]1[CH:10]=[CH:9][C:8]([C:11]2[CH:12]=[N:13][NH:14][CH:15]=2)=[C:7]([N+:16]([O-])=O)[CH:6]=1)([CH3:4])([CH3:3])[CH3:2]. The catalyst is C(O)C.[Pd]. The product is [C:1]([C:5]1[CH:10]=[CH:9][C:8]([C:11]2[CH:12]=[N:13][NH:14][CH:15]=2)=[C:7]([CH:6]=1)[NH2:16])([CH3:4])([CH3:2])[CH3:3]. The yield is 0.930. (3) The reactants are Cl[C:2]1[C:11]2[C:6](=[CH:7][CH:8]=[CH:9][CH:10]=2)[N:5]=[C:4]2[N:12]([C:16]3[CH:21]=[CH:20][CH:19]=[CH:18][N:17]=3)[N:13]=[C:14]([CH3:15])[C:3]=12. The catalyst is C(O)C.[C].[Pd]. The yield is 0.430. The product is [CH3:15][C:14]1[C:3]2[C:4](=[N:5][C:6]3[C:11]([CH:2]=2)=[CH:10][CH:9]=[CH:8][CH:7]=3)[N:12]([C:16]2[CH:21]=[CH:20][CH:19]=[CH:18][N:17]=2)[N:13]=1. (4) The reactants are C(N[C@H](C(O)=O)CC(C)C)(=O)C.[CH2:13]([O:15][C:16]1[CH:17]=[C:18]([C@H:24]([NH2:30])[CH2:25][S:26]([CH3:29])(=[O:28])=[O:27])[CH:19]=[CH:20][C:21]=1[O:22][CH3:23])[CH3:14].C([NH:34][C:35]1[CH:45]=[CH:44][CH:43]=[C:37]2[C:38]([O:40][C:41](=O)[C:36]=12)=[O:39])(=O)C. The catalyst is C(O)(=O)C. The product is [CH2:13]([O:15][C:16]1[CH:17]=[C:18]([CH:24]([N:30]2[C:41](=[O:40])[C:36]3[C:37](=[CH:43][CH:44]=[CH:45][C:35]=3[NH2:34])[C:38]2=[O:39])[CH2:25][S:26]([CH3:29])(=[O:28])=[O:27])[CH:19]=[CH:20][C:21]=1[O:22][CH3:23])[CH3:14]. The yield is 0.750.